Dataset: Reaction yield outcomes from USPTO patents with 853,638 reactions. Task: Predict the reaction yield, written as a fraction of the theoretical maximum amount of product (1.0 means a 100% yield; for example, 0.34 means a 34% yield). (1) The reactants are [H-].[Na+].[Si:3]([O:10][CH:11]1[CH2:14][N:13]([CH2:15][C@H:16]([OH:21])[C:17]([O:19][CH3:20])=[O:18])[CH2:12]1)([C:6]([CH3:9])([CH3:8])[CH3:7])([CH3:5])[CH3:4].Cl[C:23]1[N:28]=[CH:27][N:26]=[C:25]2[N:29]([C:32]3[C:37]([Cl:38])=[CH:36][CH:35]=[CH:34][C:33]=3[Cl:39])[N:30]=[CH:31][C:24]=12.C(O)(=O)CC(CC(O)=O)(C(O)=O)O. The catalyst is C1COCC1.O.CCOC(C)=O. The product is [Si:3]([O:10][CH:11]1[CH2:14][N:13]([CH2:15][C@H:16]([O:21][C:23]2[N:28]=[CH:27][N:26]=[C:25]3[N:29]([C:32]4[C:37]([Cl:38])=[CH:36][CH:35]=[CH:34][C:33]=4[Cl:39])[N:30]=[CH:31][C:24]=23)[C:17]([O:19][CH3:20])=[O:18])[CH2:12]1)([C:6]([CH3:9])([CH3:8])[CH3:7])([CH3:5])[CH3:4]. The yield is 0.305. (2) The reactants are Cl[C:2]1[CH:10]=[CH:9][C:5]([C:6]([NH2:8])=[O:7])=[C:4]([O:11][CH3:12])[N:3]=1.[Br:13][C:14]1[CH:21]=[CH:20][C:19]([OH:22])=[CH:18][C:15]=1[CH:16]=[O:17].C([O-])([O-])=O.[K+].[K+]. The catalyst is CN(C)C=O.O. The product is [Br:13][C:14]1[CH:21]=[CH:20][C:19]([O:22][C:2]2[CH:10]=[CH:9][C:5]([C:6]([NH2:8])=[O:7])=[C:4]([O:11][CH3:12])[N:3]=2)=[CH:18][C:15]=1[CH:16]=[O:17]. The yield is 0.390.